Dataset: Forward reaction prediction with 1.9M reactions from USPTO patents (1976-2016). Task: Predict the product of the given reaction. (1) Given the reactants C(O)(C(F)(F)F)=O.[F:8][C:9]([F:32])([F:31])[C:10]([C:12]1[CH:17]=[CH:16][C:15]([N:18]2[CH2:23][CH2:22][N:21](C(OC(C)(C)C)=O)[CH2:20][CH2:19]2)=[CH:14][CH:13]=1)=[O:11], predict the reaction product. The product is: [F:32][C:9]([F:8])([F:31])[C:10]([C:12]1[CH:13]=[CH:14][C:15]([N:18]2[CH2:19][CH2:20][NH:21][CH2:22][CH2:23]2)=[CH:16][CH:17]=1)=[O:11]. (2) Given the reactants Br.[C:2]1([P:8]([C:15]2[CH:20]=[CH:19][CH:18]=[CH:17][CH:16]=2)[C:9]2[CH:14]=[CH:13][CH:12]=[CH:11][CH:10]=2)[CH:7]=[CH:6][CH:5]=[CH:4][CH:3]=1, predict the reaction product. The product is: [C:15]1([P:8]([C:2]2[CH:3]=[CH:4][CH:5]=[CH:6][CH:7]=2)[C:9]2[CH:14]=[CH:13][CH:12]=[CH:11][CH:10]=2)[CH:16]=[CH:17][CH:18]=[CH:19][CH:20]=1. (3) Given the reactants C1([C:7]2([C:17](O)=[O:18])[CH:16]=[CH:15][C:14]3[C:9](=[CH:10][CH:11]=[CH:12][CH:13]=3)N2)C=CC=CC=1.C(N(CC)CC)C.F[P-](F)(F)(F)(F)F.[N:34]1(O[P+](N(C)C)(N(C)C)N(C)C)[C:38]2[CH:39]=[CH:40][CH:41]=[CH:42][C:37]=2N=N1.[NH2:54][C:55]([C:61]1[CH:66]=[CH:65][CH:64]=[CH:63][CH:62]=1)([CH2:59][CH3:60])[C:56]([NH2:58])=[O:57], predict the reaction product. The product is: [C:56]([C:55]([NH:54][C:17]([C:7]1[C:37]2[C:38](=[CH:39][CH:40]=[CH:41][CH:42]=2)[N:34]=[C:15]([C:14]2[CH:9]=[CH:10][CH:11]=[CH:12][CH:13]=2)[CH:16]=1)=[O:18])([C:61]1[CH:66]=[CH:65][CH:64]=[CH:63][CH:62]=1)[CH2:59][CH3:60])(=[O:57])[NH2:58].